This data is from Full USPTO retrosynthesis dataset with 1.9M reactions from patents (1976-2016). The task is: Predict the reactants needed to synthesize the given product. (1) Given the product [Cl:1][C:2]1[C:3]2[C:10]([C:12]([F:14])([F:13])[F:11])=[CH:9][NH:8][C:4]=2[N:5]=[CH:6][N:7]=1, predict the reactants needed to synthesize it. The reactants are: [Cl:1][C:2]1[C:3]2[CH:10]=[CH:9][NH:8][C:4]=2[N:5]=[CH:6][N:7]=1.[F:11][C:12](S([O-])=O)([F:14])[F:13].[Na+].C(OO)(C)(C)C.C(=O)(O)[O-].[Na+]. (2) Given the product [Cl:1][C:2]1[CH:17]=[CH:16][C:5]([O:6][C:7]2[CH:15]=[CH:14][C:10]([C:11]([Cl:24])=[O:12])=[CH:9][CH:8]=2)=[C:4]([N+:18]([O-:20])=[O:19])[CH:3]=1, predict the reactants needed to synthesize it. The reactants are: [Cl:1][C:2]1[CH:17]=[CH:16][C:5]([O:6][C:7]2[CH:15]=[CH:14][C:10]([C:11](O)=[O:12])=[CH:9][CH:8]=2)=[C:4]([N+:18]([O-:20])=[O:19])[CH:3]=1.C(Cl)(=O)C([Cl:24])=O.CN(C=O)C. (3) Given the product [F:24][C:2]([F:1])([F:23])[C:3]1[CH:8]=[C:7]([N:9]2[CH2:10][CH2:11][CH:12]([NH2:15])[CH2:13][CH2:14]2)[CH:6]=[CH:5][N:4]=1, predict the reactants needed to synthesize it. The reactants are: [F:1][C:2]([F:24])([F:23])[C:3]1[CH:8]=[C:7]([N:9]2[CH2:14][CH2:13][CH:12]([NH:15]C(=O)OC(C)(C)C)[CH2:11][CH2:10]2)[CH:6]=[CH:5][N:4]=1.Cl.